Dataset: Forward reaction prediction with 1.9M reactions from USPTO patents (1976-2016). Task: Predict the product of the given reaction. Given the reactants [N:1]1[CH:6]=[CH:5][CH:4]=[N:3][C:2]=1[C:7]1([CH2:17][OH:18])[CH2:16][CH2:15][C:10]2(OCC[O:11]2)[CH2:9][CH2:8]1.Cl, predict the reaction product. The product is: [OH:18][CH2:17][C:7]1([C:2]2[N:1]=[CH:6][CH:5]=[CH:4][N:3]=2)[CH2:16][CH2:15][C:10](=[O:11])[CH2:9][CH2:8]1.